Dataset: Forward reaction prediction with 1.9M reactions from USPTO patents (1976-2016). Task: Predict the product of the given reaction. (1) Given the reactants [Cl:1][C:2]1[CH:11]=[C:10]2[C:5]([C:6](=[O:15])[CH:7]=[C:8]([C:12]([OH:14])=O)[O:9]2)=[CH:4][C:3]=1[C:16]#[N:17].Cl.Cl.[O:20]1[C:24]2[CH:25]=[CH:26][C:27]([CH2:29][N:30]3[CH2:35][CH2:34][CH:33]([NH2:36])[CH2:32][CH2:31]3)=[CH:28][C:23]=2[O:22][CH2:21]1.CCN=C=NCCCN(C)C.C1C=CC2N(O)N=NC=2C=1.CN1CCOCC1, predict the reaction product. The product is: [O:20]1[C:24]2[CH:25]=[CH:26][C:27]([CH2:29][N:30]3[CH2:35][CH2:34][CH:33]([NH:36][C:12]([C:8]4[O:9][C:10]5[C:5]([C:6](=[O:15])[CH:7]=4)=[CH:4][C:3]([C:16]#[N:17])=[C:2]([Cl:1])[CH:11]=5)=[O:14])[CH2:32][CH2:31]3)=[CH:28][C:23]=2[O:22][CH2:21]1. (2) The product is: [NH2:1][C:2]1[N:7]=[C:6]([C:8]2[O:9][CH:10]=[CH:11][CH:12]=2)[C:5]([C:13]#[N:14])=[C:4]([NH:30][C@@H:28]([C:19]2[CH:20]=[CH:21][C:22]3[C:27](=[CH:26][CH:25]=[CH:24][CH:23]=3)[CH:18]=2)[CH3:29])[N:3]=1. Given the reactants [NH2:1][C:2]1[N:7]=[C:6]([C:8]2[O:9][CH:10]=[CH:11][CH:12]=2)[C:5]([C:13]#[N:14])=[C:4](S(C)=O)[N:3]=1.[CH:18]1[C:27]2[C:22](=[CH:23][CH:24]=[CH:25][CH:26]=2)[CH:21]=[CH:20][C:19]=1[C@H:28]([NH2:30])[CH3:29].C1CCN2C(=NCCC2)CC1, predict the reaction product.